From a dataset of Forward reaction prediction with 1.9M reactions from USPTO patents (1976-2016). Predict the product of the given reaction. (1) Given the reactants FC(F)(F)C(O)=O.FC(F)(F)C(O)=O.[NH2:15][CH2:16][C@H:17]1[CH2:22][CH2:21][C@H:20]([N:23]2[C:27]3=[C:28]4[S:34][CH:33]=[CH:32][C:29]4=[N:30][CH:31]=[C:26]3[N:25]=[C:24]2[C@H:35]([OH:37])[CH3:36])[CH2:19][CH2:18]1.C(N(CC)CC)C.Cl[C:46]([O:48][CH2:49][CH2:50][CH3:51])=[O:47], predict the reaction product. The product is: [OH:37][C@@H:35]([C:24]1[N:23]([C@H:20]2[CH2:21][CH2:22][C@H:17]([CH2:16][NH:15][C:46](=[O:47])[O:48][CH2:49][CH2:50][CH3:51])[CH2:18][CH2:19]2)[C:27]2=[C:28]3[S:34][CH:33]=[CH:32][C:29]3=[N:30][CH:31]=[C:26]2[N:25]=1)[CH3:36]. (2) Given the reactants O[CH:2]1[CH2:5][CH:4]([NH:6][C:7](=[O:13])[O:8][C:9]([CH3:12])([CH3:11])[CH3:10])[CH2:3]1.C(N(CC)CC)C.[S:21](Cl)([C:24]1[CH:30]=[CH:29][C:27]([CH3:28])=[CH:26][CH:25]=1)(=[O:23])=[O:22], predict the reaction product. The product is: [S:21]([CH:2]1[CH2:5][CH:4]([NH:6][C:7](=[O:13])[O:8][C:9]([CH3:12])([CH3:11])[CH3:10])[CH2:3]1)([C:24]1[CH:30]=[CH:29][C:27]([CH3:28])=[CH:26][CH:25]=1)(=[O:23])=[O:22].